From a dataset of Experimentally validated miRNA-target interactions with 360,000+ pairs, plus equal number of negative samples. Binary Classification. Given a miRNA mature sequence and a target amino acid sequence, predict their likelihood of interaction. (1) The miRNA is rno-miR-30c-1-3p with sequence CUGGGAGAGGGUUGUUUACUCC. The protein sequence of the target gene is MSVPLLKIGVVLSTMAMITNWMSQTLPSLVGLNTTRLSAASGGTLDRSTGVLPTNPEESWQVYSSAQDSEGRCICTVVAPQQTMCSRDARTKQLRQLLEKVQNMSQSIEVLDRRTQRDLQYVEKMENQMKGLETKFKQVEESHKQHLARQFKAIKAKMDELRPLIPVLEEYKADAKLVLQFKEEVQNLTSVLNELQEEIGAYDYDELQSRVSNLEERLRACMQKLACGKLTGISDPVTVKTSGSRFGSWMTDPLAPEGDNRVWYMDGYHNNRFVREYKSMVDFMNTDNFTSHRLPHPWSG.... Result: 0 (no interaction). (2) The miRNA is hsa-miR-6794-3p with sequence CUCACUCUCAGUCCCUCCCU. The protein sequence of the target gene is MATAKGIAIGIDLGTTYSCVGVFQHGKVEIIANDQGNRTTPSYVAFTDTERLIGDAAKNQVAMNPQNTVFDAKRLIGRKFNDPVVQADMKLWPFQVINEGGKPKVLVSYKGENKAFYPEEISSMVLTKLKETAEAFLGHPVTNAVITVPAYFNDSQRQATKDAGVIAGLNVLRIINEPTAAAIAYGLDKGGQGERHVLIFDLGGGTFDVSILTIDDGIFEVKATAGDTHLGGEDFDNRLVSHFVEEFKRKHKKDISQNKRAVRRLRTACERAKRTLSSSTQANLEIDSLYEGIDFYTSIT.... Result: 0 (no interaction).